This data is from Catalyst prediction with 721,799 reactions and 888 catalyst types from USPTO. The task is: Predict which catalyst facilitates the given reaction. (1) Product: [CH2:18]([N:25]1[CH2:9][C:8]([CH3:16])([CH3:15])[C@H:7]([OH:17])[CH2:6]1)[C:19]1[CH:24]=[CH:23][CH:22]=[CH:21][CH:20]=1. The catalyst class is: 8. Reactant: CS(O[CH2:6][C@@H:7]([OH:17])[C:8]([CH3:16])([CH3:15])[CH2:9]OS(C)(=O)=O)(=O)=O.[CH2:18]([NH2:25])[C:19]1[CH:24]=[CH:23][CH:22]=[CH:21][CH:20]=1. (2) Reactant: [CH3:1][O:2][C:3]1[CH:4]=[C:5]2[C:9](=[CH:10][CH:11]=1)[N:8]([CH:12]([CH2:16][CH:17]([CH3:19])[CH3:18])[C:13]([OH:15])=O)[C:7](=[O:20])[C:6]2=[O:21].[S:22]1[CH:26]=[CH:25][N:24]=[C:23]1[NH2:27].C(N(CC)C(C)C)(C)C.F[P-](F)(F)(F)(F)F.N1(O[P+](N(C)C)(N(C)C)N(C)C)C2C=CC=CC=2N=N1. Product: [S:22]1[CH:26]=[CH:25][N:24]=[C:23]1[NH:27][C:13](=[O:15])[CH:12]([N:8]1[C:9]2[C:5](=[CH:4][C:3]([O:2][CH3:1])=[CH:11][CH:10]=2)[C:6](=[O:21])[C:7]1=[O:20])[CH2:16][CH:17]([CH3:19])[CH3:18]. The catalyst class is: 42.